From a dataset of Catalyst prediction with 721,799 reactions and 888 catalyst types from USPTO. Predict which catalyst facilitates the given reaction. (1) Reactant: [N:1]1([C:10]([C@@H:12]2[CH2:17][N:16]3[CH2:18][CH2:19][CH2:20][C@@H:15]3[CH2:14][N:13]2C(OC(C)(C)C)=O)=O)[C:9]2[C:4](=[CH:5][CH:6]=[CH:7][CH:8]=2)[CH2:3][CH2:2]1.C(OCC)(=O)C.Cl.[H-].[Al+3].[Li+].[H-].[H-].[H-].O.O.O.O.O.O.O.O.O.O.S([O-])([O-])(=O)=O.[Na+].[Na+]. Product: [N:1]1([CH2:10][C@@H:12]2[CH2:17][N:16]3[CH2:18][CH2:19][CH2:20][C@@H:15]3[CH2:14][NH:13]2)[C:9]2[C:4](=[CH:5][CH:6]=[CH:7][CH:8]=2)[CH2:3][CH2:2]1. The catalyst class is: 362. (2) Reactant: [CH2:1]1[O:5][C:4]2[CH:6]=[C:7]([CH2:10][OH:11])[CH:8]=[CH:9][C:3]=2[O:2]1. Product: [O:2]1[C:3]2[CH:9]=[CH:8][C:7]([CH:10]=[O:11])=[CH:6][C:4]=2[O:5][CH2:1]1. The catalyst class is: 177.